Dataset: Full USPTO retrosynthesis dataset with 1.9M reactions from patents (1976-2016). Task: Predict the reactants needed to synthesize the given product. (1) Given the product [F:12][C:13]1[CH:14]=[C:15]([C@@H:20]([NH:22][C:23]([C:25]2[C:30]([NH:31][CH2:32][C:33]3[CH:34]=[CH:35][C:36]([C:2]4[N:3]=[C:4]5[C:10]([NH2:11])=[N:9][NH:8][C:5]5=[N:6][CH:7]=4)=[CH:37][CH:38]=3)=[N:29][CH:28]=[C:27]([C:48]#[N:49])[N:26]=2)=[O:24])[CH3:21])[CH:16]=[CH:17][C:18]=1[F:19], predict the reactants needed to synthesize it. The reactants are: Br[C:2]1[N:3]=[C:4]2[C:10]([NH2:11])=[N:9][NH:8][C:5]2=[N:6][CH:7]=1.[F:12][C:13]1[CH:14]=[C:15]([C@@H:20]([NH:22][C:23]([C:25]2[C:30]([NH:31][CH2:32][C:33]3[CH:38]=[CH:37][C:36](B4OC(C)(C)C(C)(C)O4)=[CH:35][CH:34]=3)=[N:29][CH:28]=[C:27]([C:48]#[N:49])[N:26]=2)=[O:24])[CH3:21])[CH:16]=[CH:17][C:18]=1[F:19].O.P([O-])([O-])([O-])=O.[K+].[K+].[K+].O. (2) Given the product [Br:9][C:10]1[CH:19]=[CH:18][C:13]([C:14]([OH:16])=[O:15])=[CH:12][C:11]=1[CH2:20][O:4][CH2:3][C:2]([F:6])([F:5])[F:1], predict the reactants needed to synthesize it. The reactants are: [F:1][C:2]([F:6])([F:5])[CH2:3][OH:4].[H-].[Na+].[Br:9][C:10]1[CH:19]=[CH:18][C:13]([C:14]([O:16]C)=[O:15])=[CH:12][C:11]=1[CH2:20]Br.[OH-].[Li+].Cl. (3) Given the product [N:9]1[CH:14]=[CH:13][CH:12]=[C:11](/[CH:15]=[CH:16]/[C:17]2[C:25]3[C:20](=[CH:21][C:22]([C@H:26]4[C@@:27]5([C:35]6[C:30](=[CH:31][CH:32]=[CH:33][CH:34]=6)[NH:29][C:28]5=[O:36])[CH2:2]4)=[CH:23][CH:24]=3)[NH:19][N:18]=2)[CH:10]=1, predict the reactants needed to synthesize it. The reactants are: [I-].[CH3:2][S+](C)(C)=O.[H-].[Na+].[N:9]1[CH:14]=[CH:13][CH:12]=[C:11](/[CH:15]=[CH:16]/[C:17]2[C:25]3[C:20](=[CH:21][C:22](/[CH:26]=[C:27]4/[C:28](=[O:36])[NH:29][C:30]5[C:35]/4=[CH:34][CH:33]=[CH:32][CH:31]=5)=[CH:23][CH:24]=3)[NH:19][N:18]=2)[CH:10]=1.[NH4+].[Cl-]. (4) Given the product [Br:1][C:2]1[CH:11]=[C:10]2[C:5]([CH2:6][CH2:7][N:8]([C:17](=[O:37])[C:18]([N:20]([C:33]([CH3:34])([CH3:35])[CH3:36])[CH2:21][CH2:22][CH2:23][CH2:24][CH2:25][C:26]#[C:27][C:28]3[S:32][CH:31]=[N:30][CH:29]=3)=[O:19])[CH:9]2[C:12]([OH:14])=[O:13])=[CH:4][C:3]=1[O:38][CH3:39], predict the reactants needed to synthesize it. The reactants are: [Br:1][C:2]1[CH:11]=[C:10]2[C:5]([CH2:6][CH2:7][N:8]([C:17](=[O:37])[C:18]([N:20]([C:33]([CH3:36])([CH3:35])[CH3:34])[CH2:21][CH2:22][CH2:23][CH2:24][CH2:25][C:26]#[C:27][C:28]3[S:32][CH:31]=[N:30][CH:29]=3)=[O:19])[CH:9]2[C:12]([O:14]CC)=[O:13])=[CH:4][C:3]=1[O:38][CH3:39].[OH-].[K+].Cl. (5) The reactants are: [CH3:1][N:2]1[C:6]([C:7]([NH2:9])=[O:8])=[C:5]([N+:10]([O-])=O)[CH:4]=[N:3]1.C1N=CN([C:18](N2C=NC=C2)=[O:19])C=1. Given the product [CH3:1][N:2]1[C:6]2[C:7](=[O:8])[NH:9][C:18](=[O:19])[NH:10][C:5]=2[CH:4]=[N:3]1, predict the reactants needed to synthesize it. (6) The reactants are: [CH3:1][O:2][C:3]1[CH:26]=[CH:25][C:6]([C:7]([NH:9][C:10]2[C:11]([NH:16][C:17]([CH:19]3[CH2:24][CH2:23][NH:22][CH2:21][CH2:20]3)=[O:18])=[CH:12][CH:13]=[CH:14][CH:15]=2)=[O:8])=[CH:5][CH:4]=1.[OH:27][C:28]1[CH:35]=[CH:34][C:31]([CH:32]=O)=[CH:30][CH:29]=1.C([BH3-])#N.[Na+].Cl. Given the product [CH3:1][O:2][C:3]1[CH:4]=[CH:5][C:6]([C:7]([NH:9][C:10]2[C:11]([NH:16][C:17]([CH:19]3[CH2:20][CH2:21][N:22]([CH2:32][C:31]4[CH:34]=[CH:35][C:28]([OH:27])=[CH:29][CH:30]=4)[CH2:23][CH2:24]3)=[O:18])=[CH:12][CH:13]=[CH:14][CH:15]=2)=[O:8])=[CH:25][CH:26]=1, predict the reactants needed to synthesize it. (7) Given the product [C:39]([C:36]1[CH:37]=[CH:38][C:21]([O:20][CH2:19][CH2:18][CH2:17][C:14]2[CH:13]=[CH:12][C:11]([O:10][CH2:9][CH2:8][CH2:7][CH:1]3[CH2:6][CH2:5][CH2:4][CH2:3][CH2:2]3)=[CH:16][CH:15]=2)=[C:22]([CH:35]=1)[C:23]([N:25]1[CH2:26][CH2:27][CH:28]([C:31]([OH:33])=[O:32])[CH2:29][CH2:30]1)=[O:24])([OH:41])=[O:40], predict the reactants needed to synthesize it. The reactants are: [CH:1]1([CH2:7][CH2:8][CH2:9][O:10][C:11]2[CH:16]=[CH:15][C:14]([CH2:17][CH2:18][CH2:19][O:20][C:21]3[CH:38]=[CH:37][C:36]([C:39]([O:41]C)=[O:40])=[CH:35][C:22]=3[C:23]([N:25]3[CH2:30][CH2:29][CH:28]([C:31]([O:33]C)=[O:32])[CH2:27][CH2:26]3)=[O:24])=[CH:13][CH:12]=2)[CH2:6][CH2:5][CH2:4][CH2:3][CH2:2]1.[OH-].[Na+]. (8) Given the product [CH3:8][O:9][C:10]1[CH:11]=[C:12]2[C:15]([CH:3]=[CH:4][N:5]=[CH:13]2)=[CH:16][CH:17]=1, predict the reactants needed to synthesize it. The reactants are: CO[CH:3](OC)[CH2:4][NH2:5].[CH3:8][O:9][C:10]1[CH:11]=[C:12]([CH:15]=[CH:16][CH:17]=1)[CH:13]=O.FC(F)(F)C(OC(=O)C(F)(F)F)=O.B(F)(F)F.CCOCC.Cl.